This data is from Forward reaction prediction with 1.9M reactions from USPTO patents (1976-2016). The task is: Predict the product of the given reaction. (1) The product is: [OH:1][C:2]1[CH:11]=[C:10]2[C:5]([CH:6]([CH2:19][CH2:20][CH2:21][CH2:22][CH2:23][CH2:24][CH2:25][CH2:26][CH2:27][S:28]([CH2:29][CH2:30][CH2:31][C:32]([F:38])([F:37])[C:33]([F:36])([F:34])[F:35])=[O:39])[C:7]([CH3:18])([C:12]3[CH:13]=[CH:14][N:15]=[CH:16][CH:17]=3)[CH2:8][O:9]2)=[CH:4][CH:3]=1. Given the reactants [OH:1][C:2]1[CH:11]=[C:10]2[C:5]([CH:6]([CH2:19][CH2:20][CH2:21][CH2:22][CH2:23][CH2:24][CH2:25][CH2:26][CH2:27][S:28][CH2:29][CH2:30][CH2:31][C:32]([F:38])([F:37])[C:33]([F:36])([F:35])[F:34])[C:7]([CH3:18])([C:12]3[CH:17]=[CH:16][N:15]=[CH:14][CH:13]=3)[CH2:8][O:9]2)=[CH:4][CH:3]=1.[O:39]1CCCC1, predict the reaction product. (2) Given the reactants CC#N.[Cl:4][C:5]1[CH:10]=[CH:9][C:8]([CH2:11][NH:12][C@@H:13]([C:15]2[CH:20]=[CH:19][CH:18]=[C:17]([Cl:21])[CH:16]=2)[CH3:14])=[CH:7][C:6]=1[OH:22].[CH2:23]1[O:26][CH:24]1[CH3:25].C(=O)([O-])[O-].[Cs+].[Cs+], predict the reaction product. The product is: [Cl:4][C:5]1[CH:10]=[CH:9][C:8]([CH2:11][NH:12][C@@H:13]([C:15]2[CH:20]=[CH:19][CH:18]=[C:17]([Cl:21])[CH:16]=2)[CH3:14])=[CH:7][C:6]=1[O:22][CH2:23][CH:24]([OH:26])[CH3:25]. (3) Given the reactants [Cl:1][C:2]1[CH:7]=[CH:6][N:5]=[C:4]([NH2:8])[C:3]=1I.CO[C:12]1[CH:13]=[CH:14][CH:15]=[C:16](OC)[C:17]=1[C:18]1C=CC=CC=1P(C1CCCCC1)C1CCCCC1.C([O-])([O-])=[O:40].[K+].[K+], predict the reaction product. The product is: [Cl:1][C:2]1[CH:7]=[CH:6][N:5]=[C:4]2[C:3]=1[C:16]1[CH2:15][CH2:14][CH2:13][CH2:12][C:17]=1[C:18](=[O:40])[NH:8]2. (4) Given the reactants [CH:1]1([N:6]2[CH2:12][C:11]([F:14])([F:13])[C:10](=[O:15])[N:9]([CH3:16])[C:8]3[CH:17]=[N:18][C:19]([NH:21][C:22]4[CH:30]=[CH:29][C:25]([C:26](O)=[O:27])=[CH:24][C:23]=4[O:31][CH3:32])=[N:20][C:7]2=3)[CH2:5][CH2:4][CH2:3][CH2:2]1.F[P-](F)(F)(F)(F)F.CN(C(N(C)C)=[N+]1C2C(=NC=CC=2)[N+]([O-])=N1)C.C(N(C(C)C)C(C)C)C.[NH2:66][CH2:67][CH:68]([OH:76])[CH2:69][N:70]1[CH2:75][CH2:74][NH:73][CH2:72][CH2:71]1, predict the reaction product. The product is: [CH:1]1([N:6]2[CH2:12][C:11]([F:14])([F:13])[C:10](=[O:15])[N:9]([CH3:16])[C:8]3[CH:17]=[N:18][C:19]([NH:21][C:22]4[CH:30]=[CH:29][C:25]([C:26]([NH:66][CH2:67][CH:68]([OH:76])[CH2:69][N:70]5[CH2:71][CH2:72][NH:73][CH2:74][CH2:75]5)=[O:27])=[CH:24][C:23]=4[O:31][CH3:32])=[N:20][C:7]2=3)[CH2:5][CH2:4][CH2:3][CH2:2]1.